Predict the reactants needed to synthesize the given product. From a dataset of Full USPTO retrosynthesis dataset with 1.9M reactions from patents (1976-2016). Given the product [CH3:51][O:52][C:53](=[O:54])[CH:55]([P:7]([O:9][CH3:12])([O:10][CH3:11])=[O:8])[CH2:23][C:24]([CH3:47])=[CH:25][CH2:26][C:27]1[C:35]([O:36][CH2:37][CH2:38][Si:39]([CH3:42])([CH3:41])[CH3:40])=[C:34]2[C:30](=[C:29]([CH3:44])[C:28]=1[O:45][CH3:46])[CH2:31][O:32][C:33]2=[O:43], predict the reactants needed to synthesize it. The reactants are: CC([P:7]([O:10][CH3:11])([OH:9])=[O:8])(C([O-])=O)C.[CH3:12][Si]([N-][Si](C)(C)C)(C)C.[Na+].Br[CH2:23][C:24]([CH3:47])=[CH:25][CH2:26][C:27]1[C:35]([O:36][CH2:37][CH2:38][Si:39]([CH3:42])([CH3:41])[CH3:40])=[C:34]2[C:30]([CH2:31][O:32][C:33]2=[O:43])=[C:29]([CH3:44])[C:28]=1[O:45][CH3:46].[Cl-].[NH4+].C[CH2:51][O:52][C:53]([CH3:55])=[O:54].